From a dataset of Catalyst prediction with 721,799 reactions and 888 catalyst types from USPTO. Predict which catalyst facilitates the given reaction. (1) Reactant: [CH3:1][O:2][C:3]1[CH:8]=[CH:7][C:6]([C:9]2[CH:10]=[CH:11][C:12](=[O:15])[NH:13][CH:14]=2)=[CH:5][CH:4]=1.C([O-])([O-])=O.[K+].[K+].Br[CH2:23][CH:24]1[CH2:29][CH2:28][CH2:27][CH2:26][CH2:25]1. Product: [CH:24]1([CH2:23][N:13]2[CH:14]=[C:9]([C:6]3[CH:7]=[CH:8][C:3]([O:2][CH3:1])=[CH:4][CH:5]=3)[CH:10]=[CH:11][C:12]2=[O:15])[CH2:29][CH2:28][CH2:27][CH2:26][CH2:25]1. The catalyst class is: 10. (2) Reactant: Br[CH:2]([CH3:4])[CH3:3].[F:5][C:6]1[CH:47]=[CH:46][CH:45]=[C:44]([F:48])[C:7]=1[C:8]([NH:10][C:11]1[CH:16]=[CH:15][CH:14]=[C:13]([C:17]2[N:18]=[C:19]([CH3:43])[S:20][C:21]=2[C:22]2[CH:27]=[CH:26][N:25]=[C:24]([NH:28][C:29]3[CH:34]=[CH:33][C:32]([O:35][CH:36]4[CH2:41][CH2:40][NH:39][CH2:38][CH2:37]4)=[C:31]([F:42])[CH:30]=3)[N:23]=2)[CH:12]=1)=[O:9]. Product: [F:48][C:44]1[CH:45]=[CH:46][CH:47]=[C:6]([F:5])[C:7]=1[C:8]([NH:10][C:11]1[CH:16]=[CH:15][CH:14]=[C:13]([C:17]2[N:18]=[C:19]([CH3:43])[S:20][C:21]=2[C:22]2[CH:27]=[CH:26][N:25]=[C:24]([NH:28][C:29]3[CH:34]=[CH:33][C:32]([O:35][CH:36]4[CH2:41][CH2:40][N:39]([CH:2]([CH3:4])[CH3:3])[CH2:38][CH2:37]4)=[C:31]([F:42])[CH:30]=3)[N:23]=2)[CH:12]=1)=[O:9]. The catalyst class is: 3. (3) Reactant: [CH2:1](Br)[C:2]1[CH:7]=[CH:6][CH:5]=[CH:4][CH:3]=1.[I:9][C:10]1[C:19]2[C:14](=[CH:15][CH:16]=[N:17][CH:18]=2)[C:13](=[O:20])[NH:12][CH:11]=1.C([O-])([O-])=O.[Cs+].[Cs+]. Product: [CH2:1]([N:12]1[CH:11]=[C:10]([I:9])[C:19]2[C:14](=[CH:15][CH:16]=[N:17][CH:18]=2)[C:13]1=[O:20])[C:2]1[CH:7]=[CH:6][CH:5]=[CH:4][CH:3]=1. The catalyst class is: 3. (4) Reactant: [F:1][C:2]1[C:7]([O:8][CH3:9])=[CH:6][CH:5]=[CH:4][C:3]=1[NH:10][C:11](=[O:33])[NH:12][N:13]1[CH:17]=[C:16]([C:18]2[CH:23]=[CH:22][C:21]([N+:24]([O-:26])=[O:25])=[CH:20][CH:19]=2)[C:15]([CH3:27])=[C:14]1[C:28]([O:30]CC)=O.[OH-].[Na+].Cl. Product: [F:1][C:2]1[C:7]([O:8][CH3:9])=[CH:6][CH:5]=[CH:4][C:3]=1[N:10]1[C:28](=[O:30])[C:14]2=[C:15]([CH3:27])[C:16]([C:18]3[CH:23]=[CH:22][C:21]([N+:24]([O-:26])=[O:25])=[CH:20][CH:19]=3)=[CH:17][N:13]2[NH:12][C:11]1=[O:33]. The catalyst class is: 4. (5) Reactant: [CH3:1][O:2][C@@H:3]([C@@H:10]([N:15]1C(=O)C2=CC=CC=C2C1=O)[CH2:11][CH:12]([CH3:14])[CH3:13])[C:4]1[CH:9]=[CH:8][CH:7]=[CH:6][CH:5]=1.O.NN.Cl. Product: [CH3:1][O:2][C@@H:3]([C@@H:10]([NH2:15])[CH2:11][CH:12]([CH3:13])[CH3:14])[C:4]1[CH:5]=[CH:6][CH:7]=[CH:8][CH:9]=1. The catalyst class is: 8. (6) Reactant: [C:1]([O:5][C:6]([N:8]1[CH2:13][CH2:12][C:11](=[O:14])[CH2:10][CH2:9]1)=[O:7])([CH3:4])([CH3:3])[CH3:2].CO[CH:17](OC)[N:18]([CH3:20])[CH3:19]. Product: [C:1]([O:5][C:6]([N:8]1[CH2:9][CH2:10][C:11](=[O:14])[C:12](=[CH:17][N:18]([CH3:20])[CH3:19])[CH2:13]1)=[O:7])([CH3:4])([CH3:2])[CH3:3]. The catalyst class is: 12. (7) The catalyst class is: 4. Product: [C:21]([O:25][C:26](=[O:27])[N:8]([C:9]1[CH:10]=[CH:11][C:12]([CH:15]=[O:16])=[CH:13][N:14]=1)[CH2:7][C:6]1[CH:17]=[CH:18][C:3]([C:2]([F:1])([F:19])[F:20])=[CH:4][CH:5]=1)([CH3:24])([CH3:23])[CH3:22]. Reactant: [F:1][C:2]([F:20])([F:19])[C:3]1[CH:18]=[CH:17][C:6]([CH2:7][NH:8][C:9]2[N:14]=[CH:13][C:12]([CH:15]=[O:16])=[CH:11][CH:10]=2)=[CH:5][CH:4]=1.[C:21]([O:25][C:26](O[C:26]([O:25][C:21]([CH3:24])([CH3:23])[CH3:22])=[O:27])=[O:27])([CH3:24])([CH3:23])[CH3:22].C(N(CC)C(C)C)(C)C.C(N(CC)C1C=CN=CC=1)C. (8) Reactant: O=C(C1C=CC=CC=1)/C=[CH:4]/[CH:5]1[CH2:10][CH2:9][CH2:8][N:7]([C:11]([O:13][C:14]([CH3:17])([CH3:16])[CH3:15])=[O:12])[CH2:6]1.N1CCCC(C[OH:31])C1.C(OC(OC(OC(C)(C)C)=O)=O)(C)(C)C. Product: [C:14]([O:13][C:11]([N:7]1[CH2:8][CH2:9][CH2:10][CH:5]([CH2:4][OH:31])[CH2:6]1)=[O:12])([CH3:17])([CH3:16])[CH3:15]. The catalyst class is: 2. (9) Reactant: [CH2:1]([O:3][C:4](=[O:23])[C:5](=[O:22])[CH2:6][C:7]([N:9]1[CH2:14][CH2:13][CH:12]([O:15]C(=O)C(C)(C)C)[CH2:11][CH2:10]1)=[O:8])[CH3:2].[O-]CC.[Na+]. Product: [OH:15][CH:12]1[CH2:11][CH2:10][N:9]([C:7](=[O:8])[CH2:6][C:5](=[O:22])[C:4]([O:3][CH2:1][CH3:2])=[O:23])[CH2:14][CH2:13]1. The catalyst class is: 8.